Dataset: Forward reaction prediction with 1.9M reactions from USPTO patents (1976-2016). Task: Predict the product of the given reaction. Given the reactants [CH3:1][C:2]1[CH:3]=[C:4]([CH:20]=[CH:21][CH:22]=1)[C:5]([NH:7][C:8]1[C:9]([CH3:19])=[N:10][NH:11][C:12]=1[C:13]1[CH:18]=[CH:17][CH:16]=[CH:15][CH:14]=1)=O.P(Cl)(Cl)(Cl)=O, predict the reaction product. The product is: [CH3:19][C:9]1[C:8]2[N:7]=[C:5]([C:4]3[CH:20]=[CH:21][CH:22]=[C:2]([CH3:1])[CH:3]=3)[C:14]3[CH:15]=[CH:16][CH:17]=[CH:18][C:13]=3[C:12]=2[NH:11][N:10]=1.